This data is from Forward reaction prediction with 1.9M reactions from USPTO patents (1976-2016). The task is: Predict the product of the given reaction. The product is: [Br:13][C:14]1[CH:15]=[C:16]2[C:22]([C:10](=[O:11])[CH2:9][C:3]3[CH:4]=[CH:5][CH:6]=[C:7]([F:8])[C:2]=3[F:1])=[CH:21][NH:20][C:17]2=[N:18][CH:19]=1. Given the reactants [F:1][C:2]1[C:7]([F:8])=[CH:6][CH:5]=[CH:4][C:3]=1[CH2:9][C:10](Cl)=[O:11].[Br:13][C:14]1[CH:15]=[C:16]2[CH:22]=[CH:21][NH:20][C:17]2=[N:18][CH:19]=1.[Al+3].[Cl-].[Cl-].[Cl-], predict the reaction product.